From a dataset of Full USPTO retrosynthesis dataset with 1.9M reactions from patents (1976-2016). Predict the reactants needed to synthesize the given product. (1) Given the product [O:12]1[CH2:16][CH2:15][CH:14]([CH2:17][NH:18][C:19]([C:21]2[C:25]([F:49])=[C:24]([CH2:26][O:27][CH2:28][C:29]3[CH:38]=[CH:37][C:36]4[C:31](=[CH:32][CH:33]=[CH:34][CH:35]=4)[CH:30]=3)[O:23][N:22]=2)=[O:20])[CH2:13]1, predict the reactants needed to synthesize it. The reactants are: CCCCCC.C([Li])CCC.[O:12]1[CH2:16][CH2:15][CH:14]([CH2:17][NH:18][C:19]([C:21]2[CH:25]=[C:24]([CH2:26][O:27][CH2:28][C:29]3[CH:38]=[CH:37][C:36]4[C:31](=[CH:32][CH:33]=[CH:34][CH:35]=4)[CH:30]=3)[O:23][N:22]=2)=[O:20])[CH2:13]1.C1C=CC(S(N(S(C2C=CC=CC=2)(=O)=O)[F:49])(=O)=O)=CC=1.Cl. (2) Given the product [CH:27]([NH:34][C:18]1[CH:19]=[C:14]([N:11]2[CH2:12][CH2:13][N:8]([CH2:1][C:2]3[CH:7]=[CH:6][CH:5]=[CH:4][CH:3]=3)[CH2:9][CH2:10]2)[N:15]=[CH:16][N:17]=1)([C:28]1[CH:29]=[CH:30][CH:31]=[CH:32][CH:33]=1)[C:21]1[CH:26]=[CH:25][CH:24]=[CH:23][CH:22]=1, predict the reactants needed to synthesize it. The reactants are: [CH2:1]([N:8]1[CH2:13][CH2:12][N:11]([C:14]2[CH:19]=[C:18](Cl)[N:17]=[CH:16][N:15]=2)[CH2:10][CH2:9]1)[C:2]1[CH:7]=[CH:6][CH:5]=[CH:4][CH:3]=1.[C:21]1([CH:27]([NH2:34])[C:28]2[CH:33]=[CH:32][CH:31]=[CH:30][CH:29]=2)[CH:26]=[CH:25][CH:24]=[CH:23][CH:22]=1.C(=O)([O-])[O-].[K+].[K+].